This data is from NCI-60 drug combinations with 297,098 pairs across 59 cell lines. The task is: Regression. Given two drug SMILES strings and cell line genomic features, predict the synergy score measuring deviation from expected non-interaction effect. (1) Drug 1: CC1CCC2CC(C(=CC=CC=CC(CC(C(=O)C(C(C(=CC(C(=O)CC(OC(=O)C3CCCCN3C(=O)C(=O)C1(O2)O)C(C)CC4CCC(C(C4)OC)OCCO)C)C)O)OC)C)C)C)OC. Drug 2: C1C(C(OC1N2C=NC(=NC2=O)N)CO)O. Cell line: NCI-H322M. Synergy scores: CSS=8.03, Synergy_ZIP=-3.94, Synergy_Bliss=-2.76, Synergy_Loewe=-2.19, Synergy_HSA=-0.554. (2) Drug 1: CC1=C(N=C(N=C1N)C(CC(=O)N)NCC(C(=O)N)N)C(=O)NC(C(C2=CN=CN2)OC3C(C(C(C(O3)CO)O)O)OC4C(C(C(C(O4)CO)O)OC(=O)N)O)C(=O)NC(C)C(C(C)C(=O)NC(C(C)O)C(=O)NCCC5=NC(=CS5)C6=NC(=CS6)C(=O)NCCC[S+](C)C)O. Drug 2: C1=CC=C(C(=C1)C(C2=CC=C(C=C2)Cl)C(Cl)Cl)Cl. Cell line: SF-295. Synergy scores: CSS=14.1, Synergy_ZIP=15.4, Synergy_Bliss=20.2, Synergy_Loewe=-37.1, Synergy_HSA=1.94. (3) Drug 1: CC1=C(C(=CC=C1)Cl)NC(=O)C2=CN=C(S2)NC3=CC(=NC(=N3)C)N4CCN(CC4)CCO. Drug 2: CC(C)NC(=O)C1=CC=C(C=C1)CNNC.Cl. Cell line: SNB-75. Synergy scores: CSS=1.79, Synergy_ZIP=-0.208, Synergy_Bliss=3.99, Synergy_Loewe=0.815, Synergy_HSA=1.67. (4) Drug 1: CC12CCC(CC1=CCC3C2CCC4(C3CC=C4C5=CN=CC=C5)C)O. Drug 2: C1CCC(C1)C(CC#N)N2C=C(C=N2)C3=C4C=CNC4=NC=N3. Cell line: A549. Synergy scores: CSS=19.5, Synergy_ZIP=-3.30, Synergy_Bliss=5.85, Synergy_Loewe=3.97, Synergy_HSA=5.16. (5) Cell line: MOLT-4. Drug 2: CC1CCCC2(C(O2)CC(NC(=O)CC(C(C(=O)C(C1O)C)(C)C)O)C(=CC3=CSC(=N3)C)C)C. Drug 1: CC1=C2C(C(=O)C3(C(CC4C(C3C(C(C2(C)C)(CC1OC(=O)C(C(C5=CC=CC=C5)NC(=O)OC(C)(C)C)O)O)OC(=O)C6=CC=CC=C6)(CO4)OC(=O)C)O)C)O. Synergy scores: CSS=72.9, Synergy_ZIP=0.759, Synergy_Bliss=3.86, Synergy_Loewe=-6.63, Synergy_HSA=3.18. (6) Drug 1: C1CC(=O)NC(=O)C1N2C(=O)C3=CC=CC=C3C2=O. Drug 2: C1C(C(OC1N2C=NC3=C2NC=NCC3O)CO)O. Cell line: NCI-H460. Synergy scores: CSS=1.35, Synergy_ZIP=-1.73, Synergy_Bliss=-2.01, Synergy_Loewe=-0.202, Synergy_HSA=-0.970.